From a dataset of NCI-60 drug combinations with 297,098 pairs across 59 cell lines. Regression. Given two drug SMILES strings and cell line genomic features, predict the synergy score measuring deviation from expected non-interaction effect. (1) Drug 1: CC1OCC2C(O1)C(C(C(O2)OC3C4COC(=O)C4C(C5=CC6=C(C=C35)OCO6)C7=CC(=C(C(=C7)OC)O)OC)O)O. Drug 2: C1=CC(=CC=C1CCCC(=O)O)N(CCCl)CCCl. Cell line: SF-268. Synergy scores: CSS=53.2, Synergy_ZIP=6.61, Synergy_Bliss=6.25, Synergy_Loewe=6.44, Synergy_HSA=9.71. (2) Synergy scores: CSS=-6.07, Synergy_ZIP=1.49, Synergy_Bliss=-11.3, Synergy_Loewe=-16.6, Synergy_HSA=-16.1. Drug 1: CC12CCC(CC1=CCC3C2CCC4(C3CC=C4C5=CN=CC=C5)C)O. Drug 2: C1CC(=O)NC(=O)C1N2CC3=C(C2=O)C=CC=C3N. Cell line: HL-60(TB). (3) Drug 1: C1CCN(CC1)CCOC2=CC=C(C=C2)C(=O)C3=C(SC4=C3C=CC(=C4)O)C5=CC=C(C=C5)O. Drug 2: CCC1(CC2CC(C3=C(CCN(C2)C1)C4=CC=CC=C4N3)(C5=C(C=C6C(=C5)C78CCN9C7C(C=CC9)(C(C(C8N6C)(C(=O)OC)O)OC(=O)C)CC)OC)C(=O)OC)O.OS(=O)(=O)O. Cell line: BT-549. Synergy scores: CSS=60.6, Synergy_ZIP=4.86, Synergy_Bliss=8.37, Synergy_Loewe=-45.1, Synergy_HSA=7.36. (4) Drug 1: CC1=C(C=C(C=C1)NC2=NC=CC(=N2)N(C)C3=CC4=NN(C(=C4C=C3)C)C)S(=O)(=O)N.Cl. Drug 2: CC(C)CN1C=NC2=C1C3=CC=CC=C3N=C2N. Cell line: T-47D. Synergy scores: CSS=1.75, Synergy_ZIP=-0.931, Synergy_Bliss=1.11, Synergy_Loewe=-0.260, Synergy_HSA=-0.0633. (5) Drug 1: CC1C(C(CC(O1)OC2CC(CC3=C2C(=C4C(=C3O)C(=O)C5=C(C4=O)C(=CC=C5)OC)O)(C(=O)CO)O)N)O.Cl. Drug 2: CC1=C(C(=O)C2=C(C1=O)N3CC4C(C3(C2COC(=O)N)OC)N4)N. Cell line: SK-OV-3. Synergy scores: CSS=22.6, Synergy_ZIP=-6.80, Synergy_Bliss=-0.167, Synergy_Loewe=-12.8, Synergy_HSA=2.04. (6) Drug 1: C1CC(=O)NC(=O)C1N2C(=O)C3=CC=CC=C3C2=O. Drug 2: C1CNP(=O)(OC1)N(CCCl)CCCl. Cell line: UACC-257. Synergy scores: CSS=-2.09, Synergy_ZIP=0.246, Synergy_Bliss=-1.58, Synergy_Loewe=-1.37, Synergy_HSA=-2.87. (7) Drug 1: CC12CCC3C(C1CCC2=O)CC(=C)C4=CC(=O)C=CC34C. Drug 2: C1=CC=C(C(=C1)C(C2=CC=C(C=C2)Cl)C(Cl)Cl)Cl. Cell line: HCT116. Synergy scores: CSS=25.4, Synergy_ZIP=-0.0766, Synergy_Bliss=1.02, Synergy_Loewe=1.85, Synergy_HSA=2.00.